From a dataset of TCR-epitope binding with 47,182 pairs between 192 epitopes and 23,139 TCRs. Binary Classification. Given a T-cell receptor sequence (or CDR3 region) and an epitope sequence, predict whether binding occurs between them. (1) The epitope is TLIGDCATV. The TCR CDR3 sequence is CAISEGQGNQPQHF. Result: 1 (the TCR binds to the epitope). (2) The epitope is FLNGSCGSV. The TCR CDR3 sequence is CASSFTGAVTDTQYF. Result: 1 (the TCR binds to the epitope). (3) The epitope is NLNESLIDL. The TCR CDR3 sequence is CSARDRQSSYNEQFF. Result: 0 (the TCR does not bind to the epitope).